This data is from Reaction yield outcomes from USPTO patents with 853,638 reactions. The task is: Predict the reaction yield, written as a fraction of the theoretical maximum amount of product (1.0 means a 100% yield; for example, 0.34 means a 34% yield). (1) The reactants are [F:1][C:2]1[CH:7]=[CH:6][C:5]([C:8](=O)[CH2:9][C:10]([O:12]C)=O)=[CH:4][CH:3]=1.[CH3:15][NH:16][NH2:17].C(OCC)C.O. The catalyst is C(OCC)(=O)C. The product is [F:1][C:2]1[CH:7]=[CH:6][C:5]([C:8]2[CH2:9][C:10](=[O:12])[N:16]([CH3:15])[N:17]=2)=[CH:4][CH:3]=1. The yield is 0.680. (2) The reactants are N.[Cl:2][C:3]1[C:8]([N+:9]([O-:11])=[O:10])=[C:7](Cl)[N:6]=[C:5]([S:13][CH2:14][C:15]2[CH:20]=[CH:19][CH:18]=[CH:17][CH:16]=2)[N:4]=1.C([N:24](C(C)C)CC)(C)C. The catalyst is C1COCC1. The product is [Cl:2][C:3]1[N:4]=[C:5]([S:13][CH2:14][C:15]2[CH:20]=[CH:19][CH:18]=[CH:17][CH:16]=2)[N:6]=[C:7]([NH2:24])[C:8]=1[N+:9]([O-:11])=[O:10]. The yield is 0.520. (3) The catalyst is CO.C(Cl)Cl. The reactants are Cl[C:2]1[N:7]=[C:6]([C:8]2[N:12]3[CH:13]=[CH:14][CH:15]=[CH:16][C:11]3=[N:10][C:9]=2[C:17]2[CH:18]=[CH:19][C:20]([O:34][CH2:35][CH3:36])=[C:21]([CH:33]=2)[C:22]([NH:24][C:25]2[C:30]([F:31])=[CH:29][CH:28]=[CH:27][C:26]=2[F:32])=[O:23])[CH:5]=[CH:4][N:3]=1.[CH3:37][C:38]1[C:39]([N:47]2[CH2:52][CH2:51][N:50]([CH2:53][CH2:54][O:55][CH3:56])[CH2:49][CH2:48]2)=[CH:40][C:41]([O:45][CH3:46])=[C:42]([CH:44]=1)[NH2:43].C1(C)C=CC(S(O)(=O)=O)=CC=1.C(O)C(F)(F)F.N. The yield is 0.560. The product is [F:32][C:26]1[CH:27]=[CH:28][CH:29]=[C:30]([F:31])[C:25]=1[NH:24][C:22](=[O:23])[C:21]1[CH:33]=[C:17]([C:9]2[N:10]=[C:11]3[CH:16]=[CH:15][CH:14]=[CH:13][N:12]3[C:8]=2[C:6]2[CH:5]=[CH:4][N:3]=[C:2]([NH:43][C:42]3[CH:44]=[C:38]([CH3:37])[C:39]([N:47]4[CH2:48][CH2:49][N:50]([CH2:53][CH2:54][O:55][CH3:56])[CH2:51][CH2:52]4)=[CH:40][C:41]=3[O:45][CH3:46])[N:7]=2)[CH:18]=[CH:19][C:20]=1[O:34][CH2:35][CH3:36]. (4) The reactants are [Br:1][C:2]1[CH:7]=[CH:6][C:5](/[CH:8]=[CH:9]/[CH2:10][CH2:11][C:12]([OH:14])=[O:13])=[CH:4][C:3]=1[F:15]. The catalyst is CC(O)C. The product is [Br:1][C:2]1[CH:7]=[CH:6][C:5]([CH2:8][CH2:9][CH2:10][CH2:11][C:12]([OH:14])=[O:13])=[CH:4][C:3]=1[F:15]. The yield is 0.950. (5) The reactants are C[O:2][C:3](=[O:18])[C:4]1[CH:9]=[CH:8][CH:7]=[N:6][C:5]=1[CH:10]=[CH:11][C:12]1[CH:17]=[CH:16][CH:15]=[CH:14][CH:13]=1.[OH-].[Na+]. The catalyst is C1COCC1. The product is [CH:10]([C:5]1[N:6]=[CH:7][CH:8]=[CH:9][C:4]=1[C:3]([OH:18])=[O:2])=[CH:11][C:12]1[CH:13]=[CH:14][CH:15]=[CH:16][CH:17]=1. The yield is 0.970. (6) The reactants are C[O:2][C:3]1[CH:4]=[C:5]([C:10]([C@@H:12]2[C@:21]3([CH3:22])[C@H:16]([C:17]([CH3:24])([CH3:23])[CH2:18][CH2:19][CH2:20]3)[CH2:15][C@@H:14]([OH:25])[C@@H:13]2[CH3:26])=[O:11])[CH:6]=[C:7]([CH3:9])[CH:8]=1. The catalyst is CN1C(=O)CCC1. The product is [OH:2][C:3]1[CH:4]=[C:5]([C:10]([CH:12]2[C@:21]3([CH3:22])[C@H:16]([C:17]([CH3:24])([CH3:23])[CH2:18][CH2:19][CH2:20]3)[CH2:15][C@@H:14]([OH:25])[C@@H:13]2[CH3:26])=[O:11])[CH:6]=[C:7]([CH3:9])[CH:8]=1. The yield is 0.370. (7) The reactants are [NH2:1][C:2]1[C:7]([F:8])=[CH:6][N:5]=[C:4]([OH:9])[N:3]=1.CC#N.[CH3:13][N:14]([C:18]1[CH:23]=[CH:22][CH:21]=[CH:20][CH:19]=1)[C:15](Cl)=[S:16]. The catalyst is C(Cl)Cl. The product is [NH2:1][C:2]1[C:7]([F:8])=[CH:6][N:5]([C:15](=[S:16])[N:14]([CH3:13])[C:18]2[CH:23]=[CH:22][CH:21]=[CH:20][CH:19]=2)[C:4](=[O:9])[N:3]=1. The yield is 0.370. (8) The reactants are C([Li])CCC.[S:6]1[C:10]([C:11]2[C:12]3[CH:19]=[CH:18][N:17]([CH2:20][O:21][CH2:22][CH2:23][Si:24]([CH3:27])([CH3:26])[CH3:25])[C:13]=3[N:14]=[CH:15][N:16]=2)=[CH:9][N:8]=[CH:7]1.C(Br)(Br)(Br)[Br:29]. The catalyst is CCCCCC.C1COCC1. The product is [Br:29][C:7]1[S:6][C:10]([C:11]2[C:12]3[CH:19]=[CH:18][N:17]([CH2:20][O:21][CH2:22][CH2:23][Si:24]([CH3:27])([CH3:26])[CH3:25])[C:13]=3[N:14]=[CH:15][N:16]=2)=[CH:9][N:8]=1. The yield is 0.570.